Dataset: Catalyst prediction with 721,799 reactions and 888 catalyst types from USPTO. Task: Predict which catalyst facilitates the given reaction. Reactant: [CH2:1]([CH:3]1[C:8]2[NH:9][C:10]3[C:15]([C:7]=2[CH2:6][CH2:5][N:4]1[CH3:17])=[CH:14][C:13]([CH3:16])=[CH:12][CH:11]=3)[CH3:2].N1C2C(=CC=C3C=2N=CC=C3)C=CC=1.[O-]P([O-])([O-])=O.[K+].[K+].[K+].Br[C:41]#[C:42][C:43]1[CH:48]=[CH:47][C:46]([Cl:49])=[CH:45][CH:44]=1. Product: [Cl:49][C:46]1[CH:47]=[CH:48][C:43]([C:42]#[C:41][N:9]2[C:10]3[C:15](=[CH:14][C:13]([CH3:16])=[CH:12][CH:11]=3)[C:7]3[CH2:6][CH2:5][N:4]([CH3:17])[CH:3]([CH2:1][CH3:2])[C:8]2=3)=[CH:44][CH:45]=1. The catalyst class is: 11.